Dataset: Full USPTO retrosynthesis dataset with 1.9M reactions from patents (1976-2016). Task: Predict the reactants needed to synthesize the given product. Given the product [ClH:27].[NH2:1][C:2]1[C:3]2[C:4]3[C:5](=[N:17][N:18]([CH2:20][C:21]4[C:26]([Cl:27])=[C:25]([O:28][CH3:29])[C:24]([CH3:30])=[CH:23][N:22]=4)[N:19]=2)[CH:6]=[C:7]([CH2:12][C:13]([NH:15][CH3:16])=[O:14])[C:8]=3[CH2:9][S:10][N:11]=1, predict the reactants needed to synthesize it. The reactants are: [NH2:1][C:2]1[C:3]2[C:4]3[C:5](=[N:17][N:18]([CH2:20][C:21]4[C:26]([Cl:27])=[C:25]([O:28][CH3:29])[C:24]([CH3:30])=[CH:23][N:22]=4)[N:19]=2)[CH:6]=[C:7]([CH2:12][C:13]([NH:15][CH3:16])=[O:14])[C:8]=3[CH2:9][S:10][N:11]=1.Cl.